From a dataset of Forward reaction prediction with 1.9M reactions from USPTO patents (1976-2016). Predict the product of the given reaction. (1) The product is: [Cl:33][C:28]1[CH:29]=[CH:30][CH:31]=[CH:32][C:27]=1[O:26][CH2:25][CH2:24][CH2:23][NH:22][C:19]1[CH:20]=[CH:21][C:16]([O:15][C:6]2[C:5]3[C:10](=[CH:11][C:12]([O:13][CH3:14])=[C:3]([O:2][CH3:1])[CH:4]=3)[N:9]=[CH:8][CH:7]=2)=[C:17]([CH3:36])[C:18]=1[CH3:35]. Given the reactants [CH3:1][O:2][C:3]1[CH:4]=[C:5]2[C:10](=[CH:11][C:12]=1[O:13][CH3:14])[N:9]=[CH:8][CH:7]=[C:6]2[O:15][C:16]1[CH:21]=[CH:20][C:19]([NH:22][C:23](=O)[CH2:24][CH2:25][O:26][C:27]2[CH:32]=[CH:31][CH:30]=[CH:29][C:28]=2[Cl:33])=[C:18]([CH3:35])[C:17]=1[CH3:36].Cl.[OH-].[Na+], predict the reaction product. (2) Given the reactants [OH:1][C@H:2]1[C:10]2[C:5](=[CH:6][CH:7]=[CH:8][CH:9]=2)[CH2:4][C@:3]1([CH2:20][C:21]1[CH:29]=[CH:28][C:24]([C:25]([OH:27])=[O:26])=[CH:23][CH:22]=1)[C:11]1[CH2:12][C:13]2[C:18]([CH:19]=1)=[CH:17][CH:16]=[CH:15][CH:14]=2.C1CCC(N=C=NC2CCCCC2)CC1.C1C2C(COC([NH:62][C@H:63]([C:67](O)=[O:68])[CH:64]([CH3:66])[CH3:65])=O)C3C(=CC=CC=3)C=2C=CC=1, predict the reaction product. The product is: [NH2:62][C@H:63]([C:67]([O:1][C@H:2]1[C:10]2[C:5](=[CH:6][CH:7]=[CH:8][CH:9]=2)[CH2:4][C@:3]1([CH2:20][C:21]1[CH:29]=[CH:28][C:24]([C:25]([OH:27])=[O:26])=[CH:23][CH:22]=1)[C:11]1[CH2:12][C:13]2[C:18]([CH:19]=1)=[CH:17][CH:16]=[CH:15][CH:14]=2)=[O:68])[CH:64]([CH3:66])[CH3:65]. (3) Given the reactants [C:1]([NH:5][C:6]1[C:15]2[C:10](=[C:11]([NH2:16])[CH:12]=[CH:13][CH:14]=2)[N:9]=[CH:8][N:7]=1)([CH3:4])([CH3:3])[CH3:2].[Cl:17][C:18]1[C:23]([C:24](O)=[O:25])=[C:22]([F:27])[C:21]([CH2:28][NH:29][C:30](=[O:35])[C:31]([CH3:34])([CH3:33])[CH3:32])=[CH:20][CH:19]=1.C(Cl)(=O)C(Cl)=O.CCN(C(C)C)C(C)C, predict the reaction product. The product is: [C:1]([NH:5][C:6]1[C:15]2[C:10](=[C:11]([NH:16][C:24](=[O:25])[C:23]3[C:18]([Cl:17])=[CH:19][CH:20]=[C:21]([CH2:28][NH:29][C:30](=[O:35])[C:31]([CH3:32])([CH3:33])[CH3:34])[C:22]=3[F:27])[CH:12]=[CH:13][CH:14]=2)[N:9]=[CH:8][N:7]=1)([CH3:4])([CH3:2])[CH3:3]. (4) Given the reactants [NH:1]1[CH:5]=[C:4]([C:6]2[CH:7]=[N:8][CH:9]=[CH:10][CH:11]=2)[N:3]=[CH:2]1.[CH:12](=[O:15])[CH:13]=[CH2:14], predict the reaction product. The product is: [N:8]1[CH:9]=[CH:10][CH:11]=[C:6]([C:4]2[N:3]=[CH:2][N:1]([CH2:14][CH2:13][CH:12]=[O:15])[CH:5]=2)[CH:7]=1. (5) Given the reactants P([O-])([O-])([O-])=O.[K+].[K+].[K+].[NH2:9][C@H:10]([C:16]([O-:18])=[O:17])[CH2:11]CC([O-])=O.[NH:19]1[C:27]2[C:22](=[CH:23][CH:24]=[CH:25][CH:26]=2)[CH:21]=[C:20]1CC(=O)C([O-])=O.[Mg+2].[Cl-].[Cl-].[C:37]([O-:42])(=[O:41])[C:38]([CH3:40])=[O:39], predict the reaction product. The product is: [CH:24]1[CH:23]=[C:22]2[C:21]([CH2:40][C@@:38]([OH:39])([C:37]([OH:42])=[O:41])[CH2:11][C@H:10]([NH2:9])[C:16]([OH:18])=[O:17])=[CH:20][NH:19][C:27]2=[CH:26][CH:25]=1. (6) Given the reactants Cl.FC1C=C(C=CC=1)CN1C=C(C2C3C(=NC=C(C4C=CC(C5CCNCC5)=CC=4)C=3)N(S(C3C=CC(C)=CC=3)(=O)=O)C=2)C=N1.[F:46][C:47]1[CH:48]=[C:49]([CH:93]=[CH:94][CH:95]=1)[CH2:50][N:51]1[CH:55]=[C:54]([C:56]2[C:64]3[C:59](=[N:60][CH:61]=[C:62]([C:65]4[CH:70]=[CH:69][C:68]([N:71]5[CH2:76][CH2:75][N:74]([CH2:77][C@@H:78]([OH:80])[CH3:79])[CH2:73][CH2:72]5)=[CH:67][C:66]=4[O:81][CH3:82])[CH:63]=3)[N:58](S(C3C=CC(C)=CC=3)(=O)=O)[CH:57]=2)[CH:53]=[N:52]1.[OH-].[Li+], predict the reaction product. The product is: [F:46][C:47]1[CH:48]=[C:49]([CH:93]=[CH:94][CH:95]=1)[CH2:50][N:51]1[CH:55]=[C:54]([C:56]2[C:64]3[C:59](=[N:60][CH:61]=[C:62]([C:65]4[CH:70]=[CH:69][C:68]([N:71]5[CH2:76][CH2:75][N:74]([CH2:77][C@@H:78]([OH:80])[CH3:79])[CH2:73][CH2:72]5)=[CH:67][C:66]=4[O:81][CH3:82])[CH:63]=3)[NH:58][CH:57]=2)[CH:53]=[N:52]1. (7) Given the reactants Br[CH2:2][CH2:3][CH2:4][CH2:5][CH2:6][C:7]1[C:13]2[CH:14]=[CH:15][C:16]([OH:18])=[CH:17][C:12]=2[CH2:11][CH2:10][CH2:9][C:8]=1[C:19]1[CH:24]=[CH:23][CH:22]=[CH:21][CH:20]=1.[CH3:25][NH:26][CH2:27][CH2:28][CH2:29][CH2:30][S:31]([CH2:34][CH2:35][CH2:36][C:37]([F:43])([F:42])[C:38]([F:41])([F:40])[F:39])(=[O:33])=[O:32], predict the reaction product. The product is: [CH3:25][N:26]([CH2:27][CH2:28][CH2:29][CH2:30][S:31]([CH2:34][CH2:35][CH2:36][C:37]([F:43])([F:42])[C:38]([F:41])([F:40])[F:39])(=[O:32])=[O:33])[CH2:2][CH2:3][CH2:4][CH2:5][CH2:6][C:7]1[C:13]2[CH:14]=[CH:15][C:16]([OH:18])=[CH:17][C:12]=2[CH2:11][CH2:10][CH2:9][C:8]=1[C:19]1[CH:24]=[CH:23][CH:22]=[CH:21][CH:20]=1. (8) Given the reactants [NH2:1][C:2]1[N:10]=[CH:9][N:8]=[C:7]2[C:3]=1[N:4]=[C:5](Br)[N:6]2[CH2:11][CH2:12][OH:13].[N:15]1[CH:20]=[CH:19][CH:18]=[C:17]([CH2:21][NH2:22])[CH:16]=1, predict the reaction product. The product is: [NH2:1][C:2]1[N:10]=[CH:9][N:8]=[C:7]2[C:3]=1[N:4]=[C:5]([NH:22][CH2:21][C:17]1[CH:16]=[N:15][CH:20]=[CH:19][CH:18]=1)[N:6]2[CH2:11][CH2:12][OH:13].